Dataset: Full USPTO retrosynthesis dataset with 1.9M reactions from patents (1976-2016). Task: Predict the reactants needed to synthesize the given product. (1) Given the product [Cl:31][C:28]1[S:27][C:26]([S:23]([NH:22][C:12]2[C:13]3[C:18](=[C:17]([F:19])[CH:16]=[CH:15][C:14]=3[O:20][CH3:21])[N:10]([CH2:9][C:5]3[CH:4]=[C:3]([CH2:2][NH:1][C:39](=[O:41])[CH3:40])[CH:8]=[CH:7][CH:6]=3)[N:11]=2)(=[O:25])=[O:24])=[CH:30][CH:29]=1, predict the reactants needed to synthesize it. The reactants are: [NH2:1][CH2:2][C:3]1[CH:4]=[C:5]([CH2:9][N:10]2[C:18]3[C:13](=[C:14]([O:20][CH3:21])[CH:15]=[CH:16][C:17]=3[F:19])[C:12]([NH:22][S:23]([C:26]3[S:27][C:28]([Cl:31])=[CH:29][CH:30]=3)(=[O:25])=[O:24])=[N:11]2)[CH:6]=[CH:7][CH:8]=1.C(N(CC)CC)C.[C:39](OC(=O)C)(=[O:41])[CH3:40]. (2) Given the product [F:1][C:2]1[CH:3]=[C:4]([CH:8]([C:33]2[CH:38]=[CH:37][CH:36]=[C:35]([F:39])[CH:34]=2)[C:9]2[S:13][C:12]([C:14]([NH:16][C@@H:17]([CH2:22][CH2:23][CH2:24][NH:25][C:26]([O:28][C:29]([CH3:31])([CH3:32])[CH3:30])=[O:27])[C:18]([OH:20])=[O:19])=[O:15])=[CH:11][CH:10]=2)[CH:5]=[CH:6][CH:7]=1, predict the reactants needed to synthesize it. The reactants are: [F:1][C:2]1[CH:3]=[C:4]([CH:8]([C:33]2[CH:38]=[CH:37][CH:36]=[C:35]([F:39])[CH:34]=2)[C:9]2[S:13][C:12]([C:14]([NH:16][C@@H:17]([CH2:22][CH2:23][CH2:24][NH:25][C:26]([O:28][C:29]([CH3:32])([CH3:31])[CH3:30])=[O:27])[C:18]([O:20]C)=[O:19])=[O:15])=[CH:11][CH:10]=2)[CH:5]=[CH:6][CH:7]=1. (3) Given the product [CH3:11][C:7]1[C:3]2[C:4](=[O:6])[O:5][C:15]([CH2:14][C:13](=[O:17])[CH3:12])=[N:1][C:2]=2[CH:10]=[CH:9][CH:8]=1, predict the reactants needed to synthesize it. The reactants are: [NH2:1][C:2]1[CH:10]=[CH:9][CH:8]=[C:7]([CH3:11])[C:3]=1[C:4]([OH:6])=[O:5].[CH2:12]=[C:13]1[O:17][C:15](=O)[CH2:14]1.C(OC(=O)C)(=O)C. (4) Given the product [NH3:1].[OH2:12].[NH2:1][C:2]1[N:10]=[CH:9][N:8]=[C:7]2[C:3]=1[N:4]=[CH:5][N:6]2[C@@H:11]1[O:12][C@H:13]([CH2:17][N:18]([CH:19]([CH3:21])[CH3:20])[CH2:38][CH2:37][CH2:36][NH:35][C:33]([NH:32][C:29]2[CH:28]=[CH:27][C:26]([C:22]([CH3:23])([CH3:25])[CH3:24])=[CH:31][CH:30]=2)=[O:34])[CH2:14][C@H:15]1[OH:16], predict the reactants needed to synthesize it. The reactants are: [NH2:1][C:2]1[N:10]=[CH:9][N:8]=[C:7]2[C:3]=1[N:4]=[CH:5][N:6]2[C@H:11]1[C@H:15]([OH:16])[CH2:14][C@@H:13]([CH2:17][NH:18][CH:19]([CH3:21])[CH3:20])[O:12]1.[C:22]([C:26]1[CH:31]=[CH:30][C:29]([NH:32][C:33]([NH:35][CH2:36][CH2:37][CH:38]=O)=[O:34])=[CH:28][CH:27]=1)([CH3:25])([CH3:24])[CH3:23].[BH-](OC(C)=O)(OC(C)=O)OC(C)=O.[Na+].C([O-])(O)=O.[Na+].